From a dataset of NCI-60 drug combinations with 297,098 pairs across 59 cell lines. Regression. Given two drug SMILES strings and cell line genomic features, predict the synergy score measuring deviation from expected non-interaction effect. (1) Cell line: RPMI-8226. Drug 1: COC1=CC(=CC(=C1O)OC)C2C3C(COC3=O)C(C4=CC5=C(C=C24)OCO5)OC6C(C(C7C(O6)COC(O7)C8=CC=CS8)O)O. Synergy scores: CSS=56.0, Synergy_ZIP=-2.99, Synergy_Bliss=-6.17, Synergy_Loewe=-9.66, Synergy_HSA=-2.62. Drug 2: C1=NC2=C(N1)C(=S)N=CN2. (2) Drug 1: CN1C2=C(C=C(C=C2)N(CCCl)CCCl)N=C1CCCC(=O)O.Cl. Drug 2: CC1CCCC2(C(O2)CC(NC(=O)CC(C(C(=O)C(C1O)C)(C)C)O)C(=CC3=CSC(=N3)C)C)C. Cell line: LOX IMVI. Synergy scores: CSS=15.0, Synergy_ZIP=-3.48, Synergy_Bliss=-12.2, Synergy_Loewe=-48.2, Synergy_HSA=-15.2. (3) Drug 1: CN1CCC(CC1)COC2=C(C=C3C(=C2)N=CN=C3NC4=C(C=C(C=C4)Br)F)OC. Drug 2: CN(C(=O)NC(C=O)C(C(C(CO)O)O)O)N=O. Cell line: OVCAR-8. Synergy scores: CSS=-6.40, Synergy_ZIP=-1.48, Synergy_Bliss=-8.56, Synergy_Loewe=-15.3, Synergy_HSA=-8.56. (4) Drug 1: C1=C(C(=O)NC(=O)N1)F. Drug 2: CC1=C(C=C(C=C1)NC(=O)C2=CC=C(C=C2)CN3CCN(CC3)C)NC4=NC=CC(=N4)C5=CN=CC=C5. Cell line: HOP-92. Synergy scores: CSS=13.0, Synergy_ZIP=-6.68, Synergy_Bliss=-7.31, Synergy_Loewe=-7.52, Synergy_HSA=-6.17. (5) Drug 1: CNC(=O)C1=CC=CC=C1SC2=CC3=C(C=C2)C(=NN3)C=CC4=CC=CC=N4. Drug 2: CCC1(CC2CC(C3=C(CCN(C2)C1)C4=CC=CC=C4N3)(C5=C(C=C6C(=C5)C78CCN9C7C(C=CC9)(C(C(C8N6C=O)(C(=O)OC)O)OC(=O)C)CC)OC)C(=O)OC)O.OS(=O)(=O)O. Cell line: UO-31. Synergy scores: CSS=-6.03, Synergy_ZIP=-0.0914, Synergy_Bliss=-4.61, Synergy_Loewe=-4.41, Synergy_HSA=-4.75. (6) Drug 1: C1CN(P(=O)(OC1)NCCCl)CCCl. Drug 2: CC1C(C(CC(O1)OC2CC(CC3=C2C(=C4C(=C3O)C(=O)C5=CC=CC=C5C4=O)O)(C(=O)C)O)N)O. Cell line: BT-549. Synergy scores: CSS=49.0, Synergy_ZIP=-5.21, Synergy_Bliss=-8.61, Synergy_Loewe=-8.00, Synergy_HSA=-4.17. (7) Drug 1: CNC(=O)C1=CC=CC=C1SC2=CC3=C(C=C2)C(=NN3)C=CC4=CC=CC=N4. Drug 2: COCCOC1=C(C=C2C(=C1)C(=NC=N2)NC3=CC=CC(=C3)C#C)OCCOC.Cl. Cell line: OVCAR-5. Synergy scores: CSS=9.35, Synergy_ZIP=-2.27, Synergy_Bliss=4.24, Synergy_Loewe=-1.64, Synergy_HSA=2.88. (8) Drug 1: CN1CCC(CC1)COC2=C(C=C3C(=C2)N=CN=C3NC4=C(C=C(C=C4)Br)F)OC. Drug 2: CC1=C(C=C(C=C1)NC(=O)C2=CC=C(C=C2)CN3CCN(CC3)C)NC4=NC=CC(=N4)C5=CN=CC=C5. Cell line: SK-MEL-28. Synergy scores: CSS=1.11, Synergy_ZIP=1.96, Synergy_Bliss=1.81, Synergy_Loewe=-3.06, Synergy_HSA=-2.62.